From a dataset of Choline transporter screen with 302,306 compounds. Binary Classification. Given a drug SMILES string, predict its activity (active/inactive) in a high-throughput screening assay against a specified biological target. (1) The drug is Fc1cc(CCN2CC(CCC2=O)C(=O)NCCCc2ccncc2)ccc1. The result is 0 (inactive). (2) The compound is S(=O)(=O)(N(CC)CC)c1cc2nc(n(c2cc1)C)CCC(O)=O. The result is 0 (inactive). (3) The molecule is OC=1/C(=C\NNc2c3ncccc3ccc2)C=CC(=O)C1. The result is 0 (inactive).